This data is from Catalyst prediction with 721,799 reactions and 888 catalyst types from USPTO. The task is: Predict which catalyst facilitates the given reaction. (1) Reactant: [F:1][C:2]1[CH:28]=[CH:27][C:5]([CH2:6][N:7]2[CH2:16][CH2:15][C:14]3[C:13]([N:17]([CH3:22])[S:18]([CH3:21])(=[O:20])=[O:19])=[N:12][C:11]([OH:23])=[C:10]([O:24]C)[C:9]=3[C:8]2=[O:26])=[CH:4][CH:3]=1.Br.C(O)(=O)CC. Product: [F:1][C:2]1[CH:3]=[CH:4][C:5]([CH2:6][N:7]2[CH2:16][CH2:15][C:14]3[C:13]([N:17]([CH3:22])[S:18]([CH3:21])(=[O:19])=[O:20])=[N:12][C:11]([OH:23])=[C:10]([OH:24])[C:9]=3[C:8]2=[O:26])=[CH:27][CH:28]=1. The catalyst class is: 322. (2) Product: [F:34][C:3]([F:2])([F:33])[C:4]1[CH:28]=[C:27]([C:29]([F:31])([F:32])[F:30])[CH:26]=[CH:25][C:5]=1[CH2:6][N:7]1[CH2:12][CH2:11][CH:10](/[CH:13]=[C:14]2/[C:15]([NH:20][CH2:21][C:22]([N:44]3[CH2:49][CH2:48][O:47][CH2:46][CH2:45]3)=[O:23])=[N:16][C:17](=[O:19])[S:18]/2)[CH2:9][CH2:8]1. The catalyst class is: 18. Reactant: Cl.[F:2][C:3]([F:34])([F:33])[C:4]1[CH:28]=[C:27]([C:29]([F:32])([F:31])[F:30])[CH:26]=[CH:25][C:5]=1[CH2:6][N:7]1[CH2:12][CH2:11][CH:10](/[CH:13]=[C:14]2/[C:15]([NH:20][CH2:21][C:22](O)=[O:23])=[N:16][C:17](=[O:19])[S:18]/2)[CH2:9][CH2:8]1.C(N(C(C)C)C(C)C)C.[NH:44]1[CH2:49][CH2:48][O:47][CH2:46][CH2:45]1.F[P-](F)(F)(F)(F)F.C(C(=NO[C+](N(C)C)N1CCOCC1)C(OCC)=O)#N. (3) Reactant: [CH3:1][C:2]1([CH3:29])[CH2:7][CH2:6][C:5]([C:8]2[CH:13]=[C:12]([C:14]([CH3:18])([CH3:17])[CH:15]=O)[CH:11]=[CH:10][C:9]=2[NH:19][C:20]([C:22]2[NH:23][CH:24]=[C:25]([C:27]#[N:28])[N:26]=2)=[O:21])=[CH:4][CH2:3]1.[CH3:30][S:31][CH2:32][CH2:33][NH2:34].C(O[BH-](OC(=O)C)OC(=O)C)(=O)C.[Na+].CCOC(C)=O. Product: [CH3:29][C:2]1([CH3:1])[CH2:7][CH2:6][C:5]([C:8]2[CH:13]=[C:12]([C:14]([CH3:18])([CH3:17])[CH2:15][NH:34][CH2:33][CH2:32][S:31][CH3:30])[CH:11]=[CH:10][C:9]=2[NH:19][C:20]([C:22]2[NH:23][CH:24]=[C:25]([C:27]#[N:28])[N:26]=2)=[O:21])=[CH:4][CH2:3]1. The catalyst class is: 26. (4) Reactant: [O:1]1[C:5]2([CH2:9][CH2:8][C:7]([C:15](OCC)=[O:16])([C:10](OCC)=[O:11])[CH2:6]2)[O:4][CH2:3][CH2:2]1.[H-].[Al+3].[Li+].[H-].[H-].[H-].O.[OH-].[Na+]. Product: [OH:16][CH2:15][C:7]1([CH2:10][OH:11])[CH2:6][C:5]2([O:1][CH2:2][CH2:3][O:4]2)[CH2:9][CH2:8]1. The catalyst class is: 1. (5) The catalyst class is: 124. Product: [O:1]1[CH:5]2[O:6][CH2:7][CH2:8][CH:4]2[CH:3]([O:9][C:10](=[O:28])[NH:11][CH:12]([CH2:21][C:22]2[CH:23]=[CH:24][CH:25]=[CH:26][CH:27]=2)[CH:13]([OH:20])[CH2:14][N:15]([S:36]([C:33]2[CH:34]=[CH:35][C:30]([F:29])=[C:31]([C:40]#[N:41])[CH:32]=2)(=[O:37])=[O:38])[CH2:16][CH:17]([CH3:19])[CH3:18])[CH2:2]1. Reactant: [O:1]1[CH:5]2[O:6][CH2:7][CH2:8][CH:4]2[CH:3]([O:9][C:10](=[O:28])[NH:11][CH:12]([CH2:21][C:22]2[CH:27]=[CH:26][CH:25]=[CH:24][CH:23]=2)[CH:13]([OH:20])[CH2:14][NH:15][CH2:16][CH:17]([CH3:19])[CH3:18])[CH2:2]1.[F:29][C:30]1[CH:35]=[CH:34][C:33]([S:36](Cl)(=[O:38])=[O:37])=[CH:32][C:31]=1[C:40]#[N:41].C([O-])(O)=O.[Na+].